This data is from HIV replication inhibition screening data with 41,000+ compounds from the AIDS Antiviral Screen. The task is: Binary Classification. Given a drug SMILES string, predict its activity (active/inactive) in a high-throughput screening assay against a specified biological target. (1) The molecule is CCOC(=O)CC(CC(=O)OCC)n1cnc2c(N)ncnc21. The result is 0 (inactive). (2) The drug is CC1=C(C#N)C2C(=C(C)N1)C(=N)Nc1ccccc12. The result is 0 (inactive). (3) The molecule is CCOC(=O)c1cn(CC)c2cc3c(cc2c1=O)SCS3. The result is 0 (inactive). (4) The drug is CC(=O)NNc1nc(C)c(C(=O)NNC(=O)C(=O)Nc2cccc(C(C)=O)c2)s1. The result is 0 (inactive). (5) The compound is O=C(NN=C1C(=O)N(c2nccs2)C(=O)C(=O)C1c1nc2ccccc2s1)c1ccccc1O. The result is 0 (inactive).